Dataset: Full USPTO retrosynthesis dataset with 1.9M reactions from patents (1976-2016). Task: Predict the reactants needed to synthesize the given product. Given the product [Br:21][C:13]1[CH:12]=[C:11]([S:14]([NH2:17])(=[O:16])=[O:15])[CH:10]=[C:9]([N+:18]([O-:20])=[O:19])[C:8]=1[NH:7][CH:1]1[CH2:2][CH2:3][CH2:4][CH2:5][CH2:6]1, predict the reactants needed to synthesize it. The reactants are: [CH:1]1([NH:7][C:8]2[CH:13]=[CH:12][C:11]([S:14]([NH2:17])(=[O:16])=[O:15])=[CH:10][C:9]=2[N+:18]([O-:20])=[O:19])[CH2:6][CH2:5][CH2:4][CH2:3][CH2:2]1.[Br:21]N1C(C)(C)C(=O)N(Br)C1=O.FC(F)(F)C(O)=O.C([O-])(O)=O.[Na+].